Dataset: Full USPTO retrosynthesis dataset with 1.9M reactions from patents (1976-2016). Task: Predict the reactants needed to synthesize the given product. (1) Given the product [Cl:1][C:2]1[N:7]=[C:6]([NH:10][CH3:9])[CH:5]=[CH:4][N:3]=1.[Cl:8][C:6]1[CH:5]=[CH:4][N:3]=[C:2]([NH:10][CH3:9])[N:7]=1, predict the reactants needed to synthesize it. The reactants are: [Cl:1][C:2]1[N:7]=[C:6]([Cl:8])[CH:5]=[CH:4][N:3]=1.[CH3:9][NH2:10].C([O-])(O)=O.[Na+]. (2) Given the product [CH3:21][N:18]1[C:19]2[C:15](=[CH:14][CH:13]=[C:12]([N:5]3[CH2:4][C:3]4[C:7](=[CH:8][CH:9]=[CH:10][C:2]=4[NH:1][C:29](=[O:31])[CH3:30])[C:6]3=[O:11])[CH:20]=2)[CH:16]=[CH:17]1, predict the reactants needed to synthesize it. The reactants are: [NH2:1][C:2]1[CH:10]=[CH:9][CH:8]=[C:7]2[C:3]=1[CH2:4][N:5]([C:12]1[CH:20]=[C:19]3[C:15]([CH:16]=[CH:17][N:18]3[CH3:21])=[CH:14][CH:13]=1)[C:6]2=[O:11].C(N(CC)CC)C.[C:29](Cl)(=[O:31])[CH3:30].